From a dataset of Full USPTO retrosynthesis dataset with 1.9M reactions from patents (1976-2016). Predict the reactants needed to synthesize the given product. (1) Given the product [CH3:1][NH:2][C:3]1[CH:4]=[CH:5][CH:6]=[C:7]2[C:12]3[N:13]([C:24]4[CH:29]=[CH:28][CH:27]=[CH:26][CH:25]=4)[N:14]=[C:15]([C:16]([N:18]4[CH2:23][CH2:22][O:21][CH2:20][CH2:19]4)=[O:17])[C:11]=3[CH2:10][S:32](=[O:34])(=[O:31])[C:8]=12, predict the reactants needed to synthesize it. The reactants are: [CH3:1][NH:2][C:3]1[CH:4]=[CH:5][CH:6]=[C:7]2[C:12]3[N:13]([C:24]4[CH:29]=[CH:28][CH:27]=[CH:26][CH:25]=4)[N:14]=[C:15]([C:16]([N:18]4[CH2:23][CH2:22][O:21][CH2:20][CH2:19]4)=[O:17])[C:11]=3[CH2:10]S[C:8]=12.O[O:31][S:32]([O-:34])=O.[K+].CCOC(C)=O. (2) The reactants are: [CH3:1][C:2]([CH3:4])=[O:3].[CH3:5][N:6]([CH3:15])[C:7]1[CH:14]=[CH:13][C:10]([CH:11]=O)=[CH:9][CH:8]=1.[OH-].[Na+]. Given the product [CH3:5][N:6]([CH3:15])[C:7]1[CH:14]=[CH:13][C:10]([CH:11]=[CH:1][C:2](=[O:3])[CH:4]=[CH:11][C:10]2[CH:13]=[CH:14][C:7]([N:6]([CH3:15])[CH3:5])=[CH:8][CH:9]=2)=[CH:9][CH:8]=1, predict the reactants needed to synthesize it. (3) Given the product [C:1]([O-:20])(=[O:19])[CH2:2][CH2:3][CH2:4][CH2:5][CH2:6][CH2:7][CH2:8][CH2:9][CH2:10][CH2:11][CH2:12][CH2:13][CH2:14][CH2:15][CH2:16][CH2:17][CH3:18].[Zn+2:40].[C:1]([O-:20])(=[O:19])[CH2:2][CH2:3][CH2:4][CH2:5][CH2:6][CH2:7][CH2:8][CH2:9][CH2:10][CH2:11][CH2:12][CH2:13][CH2:14][CH2:15][CH2:16][CH2:17][CH3:18].[C:21]([OH:38])(=[O:37])[CH2:22][CH2:23][CH2:24][CH2:25][CH2:26][CH2:27][CH2:28][CH2:29][CH2:30][CH2:31][CH2:32][CH2:33][CH2:34][CH2:35][CH3:36], predict the reactants needed to synthesize it. The reactants are: [C:1]([OH:20])(=[O:19])[CH2:2][CH2:3][CH2:4][CH2:5][CH2:6][CH2:7][CH2:8][CH2:9][CH2:10][CH2:11][CH2:12][CH2:13][CH2:14][CH2:15][CH2:16][CH2:17][CH3:18].[C:21]([OH:38])(=[O:37])[CH2:22][CH2:23][CH2:24][CH2:25][CH2:26][CH2:27][CH2:28][CH2:29][CH2:30][CH2:31][CH2:32][CH2:33][CH2:34][CH2:35][CH3:36].[OH-].[Zn+2:40].[OH-].